This data is from Reaction yield outcomes from USPTO patents with 853,638 reactions. The task is: Predict the reaction yield, written as a fraction of the theoretical maximum amount of product (1.0 means a 100% yield; for example, 0.34 means a 34% yield). (1) The product is [F:14][C:5]1[C:6]([N:8]([CH3:13])[S:9]([CH3:12])(=[O:11])=[O:10])=[N:7][C:2]([NH:32][C@H:33]([C:35]2[N:40]=[CH:39][C:38]([F:41])=[CH:37][N:36]=2)[CH3:34])=[N:3][C:4]=1[NH:15][C:16]1[CH:20]=[C:19]([O:21][CH:22]([CH3:24])[CH3:23])[NH:18][N:17]=1. The yield is 0.550. The catalyst is CCCCO. The reactants are Cl[C:2]1[N:7]=[C:6]([N:8]([CH3:13])[S:9]([CH3:12])(=[O:11])=[O:10])[C:5]([F:14])=[C:4]([NH:15][C:16]2[CH:20]=[C:19]([O:21][CH:22]([CH3:24])[CH3:23])[NH:18][N:17]=2)[N:3]=1.ClC1C(NC2C=C(OC)NN=2)=NC([NH:32][C@H:33]([C:35]2[N:40]=[CH:39][C:38]([F:41])=[CH:37][N:36]=2)[CH3:34])=NC=1.C(N(C(C)C)C(C)C)C. (2) The reactants are [NH2:1][C:2]1[CH:3]=[CH:4][C:5]([Cl:8])=[N:6][CH:7]=1.[C:9]([O:13][C:14](O[C:14]([O:13][C:9]([CH3:12])([CH3:11])[CH3:10])=[O:15])=[O:15])([CH3:12])([CH3:11])[CH3:10].O. The catalyst is O1CCOCC1. The product is [Cl:8][C:5]1[N:6]=[CH:7][C:2]([NH:1][C:14](=[O:15])[O:13][C:9]([CH3:12])([CH3:11])[CH3:10])=[CH:3][CH:4]=1. The yield is 0.920.